From a dataset of Catalyst prediction with 721,799 reactions and 888 catalyst types from USPTO. Predict which catalyst facilitates the given reaction. (1) Reactant: [C:1]([O:5][C:6]([N:8]1[CH2:12][C:11](=[CH2:13])[CH2:10][C@H:9]1[CH2:14][OH:15])=[O:7])([CH3:4])([CH3:3])[CH3:2].[F:16][C:17]1[CH:24]=[C:23]([F:25])[C:22]([F:26])=[CH:21][C:18]=1[CH2:19]Br.[H-].[Na+].[NH4+].[Cl-]. Product: [C:1]([O:5][C:6]([N:8]1[CH2:12][C:11](=[CH2:13])[CH2:10][C@H:9]1[CH2:14][O:15][CH2:19][C:18]1[CH:21]=[C:22]([F:26])[C:23]([F:25])=[CH:24][C:17]=1[F:16])=[O:7])([CH3:4])([CH3:3])[CH3:2]. The catalyst class is: 49. (2) The catalyst class is: 16. Reactant: [CH:1]([C:4]1[C:5]([O:31]COC)=[CH:6][C:7]([O:27]COC)=[C:8]([C:10]2[N:14]([C:15]3[CH:20]=[CH:19][C:18]([O:21][CH3:22])=[CH:17][CH:16]=3)[C:13](S(C)(=O)=O)=[N:12][N:11]=2)[CH:9]=1)([CH3:3])[CH3:2].[OH-:35].[Na+].[Cl-].[NH4+]. Product: [OH:27][C:7]1[CH:6]=[C:5]([OH:31])[C:4]([CH:1]([CH3:2])[CH3:3])=[CH:9][C:8]=1[C:10]1[N:14]([C:15]2[CH:16]=[CH:17][C:18]([O:21][CH3:22])=[CH:19][CH:20]=2)[C:13](=[O:35])[NH:12][N:11]=1.